From a dataset of Catalyst prediction with 721,799 reactions and 888 catalyst types from USPTO. Predict which catalyst facilitates the given reaction. (1) Reactant: [OH:1]OS([O-])=O.[K+].[CH3:7][N:8]([CH2:10][CH2:11][CH2:12][S:13][C:14]1[CH:19]=[CH:18][C:17]([Br:20])=[CH:16][CH:15]=1)[CH3:9].[OH2:21]. Product: [CH3:7][N:8]([CH2:10][CH2:11][CH2:12][S:13]([C:14]1[CH:15]=[CH:16][C:17]([Br:20])=[CH:18][CH:19]=1)(=[O:1])=[O:21])[CH3:9]. The catalyst class is: 5. (2) Reactant: Cl[C:2]1[NH:6][C:5]2[CH:7]=[CH:8][C:9]([C:11]([F:14])([F:13])[F:12])=[CH:10][C:4]=2[N:3]=1.Br.[C:16]1([N:22]2[CH2:26][C:25]3([CH2:31][CH2:30][NH:29][CH2:28][CH2:27]3)[O:24][C:23]2=[O:32])[CH:21]=[CH:20][CH:19]=[CH:18][CH:17]=1.CCN(C(C)C)C(C)C. Product: [C:16]1([N:22]2[CH2:26][C:25]3([CH2:27][CH2:28][N:29]([C:2]4[NH:6][C:5]5[CH:7]=[CH:8][C:9]([C:11]([F:14])([F:13])[F:12])=[CH:10][C:4]=5[N:3]=4)[CH2:30][CH2:31]3)[O:24][C:23]2=[O:32])[CH:17]=[CH:18][CH:19]=[CH:20][CH:21]=1. The catalyst class is: 16. (3) Reactant: Br[C:2]1[CH:7]=[C:6]([O:8][CH3:9])[CH:5]=[C:4]([O:10][CH3:11])[CH:3]=1.[Li]CCCC.[CH3:17][C@@:18]12[C@H:27]3[CH2:28][C:29]([O:31][C@:26]3([CH3:32])[CH2:25][CH2:24][C@H:23]1[C:22]([CH3:34])([CH3:33])[CH2:21][CH2:20][CH2:19]2)=[O:30].[NH4+].[Cl-].Cl. Product: [OH:31][C@:26]1([CH3:32])[CH2:25][CH2:24][C@@H:23]2[C@:18]([CH3:17])([CH2:19][CH2:20][CH2:21][C:22]2([CH3:33])[CH3:34])[C@H:27]1[CH2:28][C:29]([C:2]1[CH:7]=[C:6]([O:8][CH3:9])[CH:5]=[C:4]([O:10][CH3:11])[CH:3]=1)=[O:30]. The catalyst class is: 1.